Dataset: NCI-60 drug combinations with 297,098 pairs across 59 cell lines. Task: Regression. Given two drug SMILES strings and cell line genomic features, predict the synergy score measuring deviation from expected non-interaction effect. (1) Drug 1: C1=NC2=C(N1)C(=S)N=C(N2)N. Drug 2: CC(C)CN1C=NC2=C1C3=CC=CC=C3N=C2N. Cell line: MDA-MB-435. Synergy scores: CSS=17.3, Synergy_ZIP=-3.59, Synergy_Bliss=2.13, Synergy_Loewe=-2.59, Synergy_HSA=0.744. (2) Drug 1: C1=CC(=C2C(=C1NCCNCCO)C(=O)C3=C(C=CC(=C3C2=O)O)O)NCCNCCO. Drug 2: CCC1(C2=C(COC1=O)C(=O)N3CC4=CC5=C(C=CC(=C5CN(C)C)O)N=C4C3=C2)O.Cl. Cell line: NCI/ADR-RES. Synergy scores: CSS=16.6, Synergy_ZIP=0.674, Synergy_Bliss=5.97, Synergy_Loewe=6.12, Synergy_HSA=5.97. (3) Drug 1: CCN(CC)CCCC(C)NC1=C2C=C(C=CC2=NC3=C1C=CC(=C3)Cl)OC. Drug 2: C1CN(P(=O)(OC1)NCCCl)CCCl. Cell line: NCI-H522. Synergy scores: CSS=10.2, Synergy_ZIP=-2.71, Synergy_Bliss=3.25, Synergy_Loewe=-7.62, Synergy_HSA=1.13. (4) Cell line: NCI/ADR-RES. Drug 1: C1=CC=C(C=C1)NC(=O)CCCCCCC(=O)NO. Synergy scores: CSS=50.3, Synergy_ZIP=-4.43, Synergy_Bliss=-1.98, Synergy_Loewe=-26.0, Synergy_HSA=-0.747. Drug 2: C1CN(CCN1C(=O)CCBr)C(=O)CCBr. (5) Drug 1: C1=CC(=CC=C1CCC2=CNC3=C2C(=O)NC(=N3)N)C(=O)NC(CCC(=O)O)C(=O)O. Drug 2: CN(C)C1=NC(=NC(=N1)N(C)C)N(C)C. Cell line: HOP-92. Synergy scores: CSS=-0.708, Synergy_ZIP=-2.38, Synergy_Bliss=-6.34, Synergy_Loewe=-30.1, Synergy_HSA=-7.01. (6) Drug 1: C1CC(C1)(C(=O)O)C(=O)O.[NH2-].[NH2-].[Pt+2]. Drug 2: CC1=C(C=C(C=C1)NC(=O)C2=CC=C(C=C2)CN3CCN(CC3)C)NC4=NC=CC(=N4)C5=CN=CC=C5. Cell line: M14. Synergy scores: CSS=1.05, Synergy_ZIP=1.60, Synergy_Bliss=3.08, Synergy_Loewe=-4.80, Synergy_HSA=-4.31.